From a dataset of Catalyst prediction with 721,799 reactions and 888 catalyst types from USPTO. Predict which catalyst facilitates the given reaction. (1) The catalyst class is: 21. Product: [CH2:23]([O:10][C:9](=[O:11])[C:8]1[CH:12]=[CH:13][CH:14]=[CH:15][C:7]=1[N:6]1[C:2]([CH3:1])=[N:3][N:4]=[N:5]1)[CH3:24]. Reactant: [CH3:1][C:2]1[N:6]([C:7]2[CH:15]=[CH:14][CH:13]=[CH:12][C:8]=2[C:9]([OH:11])=[O:10])[N:5]=[N:4][N:3]=1.C(=O)([O-])[O-].[K+].[K+].I[CH2:23][CH3:24]. (2) Reactant: Br[CH2:2][CH2:3][CH2:4][CH2:5][N:6]([O:20][C:21]([C:34]1[CH:39]=[CH:38][CH:37]=[CH:36][CH:35]=1)([C:28]1[CH:33]=[CH:32][CH:31]=[CH:30][CH:29]=1)[C:22]1[CH:27]=[CH:26][CH:25]=[CH:24][CH:23]=1)[C:7](=[O:19])[CH2:8][S:9]([C:12]1[CH:17]=[CH:16][C:15]([F:18])=[CH:14][CH:13]=1)(=[O:11])=[O:10].C([O-])([O-])=O.[Cs+].[Cs+]. Product: [F:18][C:15]1[CH:16]=[CH:17][C:12]([S:9]([CH:8]2[CH2:2][CH2:3][CH2:4][CH2:5][N:6]([O:20][C:21]([C:34]3[CH:39]=[CH:38][CH:37]=[CH:36][CH:35]=3)([C:28]3[CH:33]=[CH:32][CH:31]=[CH:30][CH:29]=3)[C:22]3[CH:27]=[CH:26][CH:25]=[CH:24][CH:23]=3)[C:7]2=[O:19])(=[O:11])=[O:10])=[CH:13][CH:14]=1. The catalyst class is: 31.